From a dataset of Forward reaction prediction with 1.9M reactions from USPTO patents (1976-2016). Predict the product of the given reaction. (1) Given the reactants C(OC([N:8]1[CH2:13][C@H:12]([O:14][CH2:15][C:16]2[CH:17]=[CH:18][C:19]3[O:24][CH2:23][CH2:22][N:21]([CH2:25][CH2:26][CH2:27][O:28][CH3:29])[C:20]=3[CH:30]=2)[C@@H:11]([C:31]2[CH:36]=[CH:35][C:34]([CH2:37][O:38][CH2:39][C@H:40]([O:42][CH2:43][CH3:44])[CH3:41])=[CH:33][CH:32]=2)[C@H:10]([CH2:45]O)[CH2:9]1)=O)(C)(C)C.[CH3:47][CH2:48][N:49](CC)[CH2:50][CH3:51].OS([O-])(=O)=O.[K+], predict the reaction product. The product is: [CH2:43]([O:42][C@H:40]([CH3:41])[CH2:39][O:38][CH2:37][C:34]1[CH:35]=[CH:36][C:31]([C@H:11]2[C@H:10]([CH2:45][N:49]3[CH2:50][CH2:51][CH2:47][CH2:48]3)[CH2:9][NH:8][CH2:13][C@@H:12]2[O:14][CH2:15][C:16]2[CH:17]=[CH:18][C:19]3[O:24][CH2:23][CH2:22][N:21]([CH2:25][CH2:26][CH2:27][O:28][CH3:29])[C:20]=3[CH:30]=2)=[CH:32][CH:33]=1)[CH3:44]. (2) Given the reactants [OH:1][NH:2][C:3](=[NH:10])[C:4]1[CH:9]=[CH:8][CH:7]=[N:6][CH:5]=1.[F:11][C:12]([F:26])([F:25])[S:13]([C:16]1[CH:17]=[C:18]([CH:22]=[CH:23][CH:24]=1)[C:19](Cl)=O)(=[O:15])=[O:14].N, predict the reaction product. The product is: [N:6]1[CH:7]=[CH:8][CH:9]=[C:4]([C:3]2[N:10]=[C:19]([C:18]3[CH:22]=[CH:23][CH:24]=[C:16]([S:13]([C:12]([F:26])([F:11])[F:25])(=[O:14])=[O:15])[CH:17]=3)[O:1][N:2]=2)[CH:5]=1. (3) Given the reactants [F:1][C:2]1[C:7]2[N:8]([CH3:12])[C:9](=[O:11])[O:10][C:6]=2[CH:5]=[C:4]([NH:13][CH2:14][C@@H:15]([OH:20])[C:16]([O:18][CH3:19])=[O:17])[CH:3]=1.[C:21](N1C=CN=C1)(N1C=CN=C1)=[O:22], predict the reaction product. The product is: [F:1][C:2]1[C:7]2[N:8]([CH3:12])[C:9](=[O:11])[O:10][C:6]=2[CH:5]=[C:4]([N:13]2[CH2:14][C@H:15]([C:16]([O:18][CH3:19])=[O:17])[O:20][C:21]2=[O:22])[CH:3]=1. (4) Given the reactants Cl.O1CCOCC1.[CH2:8]([O:10][C:11]1[CH:12]=[C:13]([C:17]2[CH:22]=[CH:21][C:20]([CH2:23][CH:24]([NH:43][S:44]([C:47]3[CH:52]=[CH:51][CH:50]=[CH:49][N:48]=3)(=[O:46])=[O:45])[C:25]3[N:30]=[C:29]([NH:31][CH2:32][C:33]([O:35]C(OC(C)(C)C)=O)=[O:34])[CH:28]=[CH:27][CH:26]=3)=[CH:19][CH:18]=2)[CH:14]=[CH:15][CH:16]=1)[CH3:9], predict the reaction product. The product is: [CH2:8]([O:10][C:11]1[CH:12]=[C:13]([C:17]2[CH:22]=[CH:21][C:20]([CH2:23][CH:24]([NH:43][S:44]([C:47]3[CH:52]=[CH:51][CH:50]=[CH:49][N:48]=3)(=[O:45])=[O:46])[C:25]3[N:30]=[C:29]([NH:31][CH2:32][C:33]([OH:35])=[O:34])[CH:28]=[CH:27][CH:26]=3)=[CH:19][CH:18]=2)[CH:14]=[CH:15][CH:16]=1)[CH3:9].